Predict which catalyst facilitates the given reaction. From a dataset of Catalyst prediction with 721,799 reactions and 888 catalyst types from USPTO. (1) Reactant: [CH2:1]([O:8][C:9]1[C:14](=[O:15])[CH:13]=[C:12]([CH2:16][NH:17][S:18]([C:21]2[C:22]([CH3:27])=[CH:23][CH:24]=[CH:25][CH:26]=2)(=[O:20])=[O:19])[N:11]([CH3:28])[C:10]=1[C:29]([OH:31])=O)[C:2]1[CH:7]=[CH:6][CH:5]=[CH:4][CH:3]=1.[CH3:32][N:33](C(ON1N=NC2C=CC=CC1=2)=[N+](C)C)C.F[P-](F)(F)(F)(F)F.C(N(CC)CC)C.CCN(CC)CC.Cl.CN. Product: [CH3:32][NH:33][C:29]([C:10]1[N:11]([CH3:28])[C:12]([CH2:16][NH:17][S:18]([C:21]2[C:22]([CH3:27])=[CH:23][CH:24]=[CH:25][CH:26]=2)(=[O:20])=[O:19])=[CH:13][C:14](=[O:15])[C:9]=1[O:8][CH2:1][C:2]1[CH:3]=[CH:4][CH:5]=[CH:6][CH:7]=1)=[O:31]. The catalyst class is: 9. (2) Reactant: [CH3:1][N:2]1[CH2:7][CH2:6][N:5]([C:8]2[CH:15]=[CH:14][C:11]([CH2:12][NH2:13])=[CH:10][CH:9]=2)[CH2:4][CH2:3]1.[Cl:16][C:17]1[N:26]([CH:27]([CH2:32][CH:33]([CH3:35])[CH3:34])[C:28](OC)=[O:29])[C:25](=[O:36])[C:24]2[C:19](=[CH:20][CH:21]=[CH:22][CH:23]=2)[N:18]=1. Product: [ClH:16].[CH2:32]([CH:27]1[N:26]2[C:17](=[N:18][C:19]3[C:24]([C:25]2=[O:36])=[CH:23][CH:22]=[CH:21][CH:20]=3)[N:13]([CH2:12][C:11]2[CH:14]=[CH:15][C:8]([N:5]3[CH2:6][CH2:7][N:2]([CH3:1])[CH2:3][CH2:4]3)=[CH:9][CH:10]=2)[C:28]1=[O:29])[CH:33]([CH3:35])[CH3:34]. The catalyst class is: 1. (3) Reactant: [Si]([O:8][CH:9]1[CH2:30][CH2:29][CH2:28][C:10]21[O:14][C:13](=[O:15])[N:12]([C:16]1[CH:23]=[CH:22][C:19]([C:20]#[N:21])=[C:18]([Cl:24])[C:17]=1[CH3:25])[CH:11]2[O:26][CH3:27])(C(C)(C)C)(C)C.Cl. Product: [Cl:24][C:18]1[C:17]([CH3:25])=[C:16]([N:12]2[CH:11]([O:26][CH3:27])[C:10]3([CH2:28][CH2:29][CH2:30][CH:9]3[OH:8])[O:14][C:13]2=[O:15])[CH:23]=[CH:22][C:19]=1[C:20]#[N:21]. The catalyst class is: 355. (4) Reactant: C(O[C:5]1[C:6](=[O:14])[C:7](=[O:13])[C:8]=1[O:9][CH:10]([CH3:12])[CH3:11])(C)C.[CH2:15]([NH:17][CH2:18][CH3:19])[CH3:16]. Product: [CH2:15]([N:17]([CH2:18][CH3:19])[C:5]1[C:6](=[O:14])[C:7](=[O:13])[C:8]=1[O:9][CH:10]([CH3:11])[CH3:12])[CH3:16]. The catalyst class is: 14. (5) Product: [Cl:1][C:2]1[CH:30]=[CH:29][C:5]2[N:6]([C:16]([C:18]3[CH:19]=[CH:20][C:21]4[O:26][CH2:25][C:24](=[O:27])[NH:23][C:22]=4[CH:28]=3)=[O:17])[CH:7]([CH2:10][C:11]([OH:13])=[O:12])[CH2:8][O:9][C:4]=2[CH:3]=1. Reactant: [Cl:1][C:2]1[CH:30]=[CH:29][C:5]2[N:6]([C:16]([C:18]3[CH:19]=[CH:20][C:21]4[O:26][CH2:25][C:24](=[O:27])[NH:23][C:22]=4[CH:28]=3)=[O:17])[CH:7]([CH2:10][C:11]([O:13]CC)=[O:12])[CH2:8][O:9][C:4]=2[CH:3]=1.[Li+].[OH-].Cl. The catalyst class is: 1. (6) Reactant: [Br:1][C:2]1[CH:3]=[C:4]([NH:9][C:10](=[O:18])[C:11]2[CH:16]=[CH:15][C:14]([OH:17])=[CH:13][CH:12]=2)[C:5](Cl)=[N:6][CH:7]=1.[CH3:19][O-:20].[Na+]. Product: [Br:1][C:2]1[CH:3]=[C:4]([NH:9][C:10](=[O:18])[C:11]2[CH:16]=[CH:15][C:14]([OH:17])=[CH:13][CH:12]=2)[C:5]([O:20][CH3:19])=[N:6][CH:7]=1. The catalyst class is: 5. (7) Reactant: Br[CH:2](C)[C:3](=[O:12])CC1C=CC(Cl)=CC=1.[F:14][C:15]1[CH:20]=[C:19]([F:21])[CH:18]=[C:17]([F:22])[C:16]=1[CH2:23][C:24]([OH:26])=[O:25].N12CCCN=[C:33]1[CH2:32][CH2:31][CH2:30][CH2:29][CH2:28]2.[Cl-:38].[NH4+].[C:40](#N)[CH3:41]. Product: [Cl:38][C:33]1[CH:32]=[CH:31][C:30]([CH2:29][C:28]2[C:3]([OH:12])([CH3:2])[O:25][C:24](=[O:26])[C:23]=2[C:16]2[C:15]([F:14])=[CH:20][C:19]([F:21])=[CH:18][C:17]=2[F:22])=[CH:41][CH:40]=1. The catalyst class is: 66. (8) The catalyst class is: 24. Reactant: [F:1][C:2]1[CH:7]=[C:6]([C:8]#[C:9][Si](C)(C)C)[CH:5]=[C:4]([O:14][CH3:15])[C:3]=1[C:16]1[C:22](=[O:23])[CH:21]2[CH2:24][CH:18]([CH2:19][CH2:20]2)[C:17]=1[O:25][CH3:26].C(=O)([O-])[O-].[K+].[K+].Cl. Product: [C:8]([C:6]1[CH:5]=[C:4]([O:14][CH3:15])[C:3]([C:16]2[C:22](=[O:23])[CH:21]3[CH2:24][CH:18]([CH2:19][CH2:20]3)[C:17]=2[O:25][CH3:26])=[C:2]([F:1])[CH:7]=1)#[CH:9]. (9) Reactant: Br[C:2]1[S:3][CH:4]=[CH:5][N:6]=1.C([Li])CCC.CCCCCC.[O:18]1[C:22]2[CH:23]=[CH:24][CH:25]=[CH:26][C:21]=2[CH:20]=[C:19]1[CH:27]=[N:28][S:29]([C:32]1[CH:42]=[CH:41][C:35]2[O:36][CH2:37][CH2:38][CH2:39][O:40][C:34]=2[CH:33]=1)(=[O:31])=[O:30]. Product: [O:18]1[C:22]2[CH:23]=[CH:24][CH:25]=[CH:26][C:21]=2[CH:20]=[C:19]1[CH:27]([C:2]1[S:3][CH:4]=[CH:5][N:6]=1)[NH:28][S:29]([C:32]1[CH:42]=[CH:41][C:35]2[O:36][CH2:37][CH2:38][CH2:39][O:40][C:34]=2[CH:33]=1)(=[O:30])=[O:31]. The catalyst class is: 30.